This data is from Reaction yield outcomes from USPTO patents with 853,638 reactions. The task is: Predict the reaction yield, written as a fraction of the theoretical maximum amount of product (1.0 means a 100% yield; for example, 0.34 means a 34% yield). (1) The reactants are [CH2:1]([N:8]([CH2:21][CH2:22][CH2:23][CH2:24][CH2:25][CH3:26])[C:9](=[O:20])[CH2:10][C:11]1[CH:16]=[CH:15][C:14]([OH:17])=[C:13]([O:18][CH3:19])[CH:12]=1)[C:2]1[CH:7]=[CH:6][CH:5]=[CH:4][CH:3]=1.[CH3:27][O:28][C:29](=[O:38])[C:30]1[CH:35]=[CH:34][CH:33]=[CH:32][C:31]=1[CH2:36]Br.C(=O)([O-])[O-].[K+].[K+]. The catalyst is C(#N)C. The product is [CH2:1]([N:8]([CH2:21][CH2:22][CH2:23][CH2:24][CH2:25][CH3:26])[C:9](=[O:20])[CH2:10][C:11]1[CH:16]=[CH:15][C:14]([O:17][CH2:36][C:31]2[CH:32]=[CH:33][CH:34]=[CH:35][C:30]=2[C:29]([O:28][CH3:27])=[O:38])=[C:13]([O:18][CH3:19])[CH:12]=1)[C:2]1[CH:7]=[CH:6][CH:5]=[CH:4][CH:3]=1. The yield is 0.860. (2) The reactants are [Br:1][C:2]1[N:3]=[C:4]([N:12]2[CH2:17][CH2:16][CH2:15][CH:14]([C:18]([O:20][CH3:21])=[O:19])[CH2:13]2)[N:5]2[CH:10]=[CH:9][N:8]=[C:7](Cl)[C:6]=12.[CH3:22][O:23][C:24]1[CH:31]=[CH:30][C:27]([CH2:28][NH2:29])=[CH:26][CH:25]=1. The catalyst is CC(O)C. The product is [Br:1][C:2]1[N:3]=[C:4]([N:12]2[CH2:17][CH2:16][CH2:15][CH:14]([C:18]([O:20][CH3:21])=[O:19])[CH2:13]2)[N:5]2[CH:10]=[CH:9][N:8]=[C:7]([NH:29][CH2:28][C:27]3[CH:30]=[CH:31][C:24]([O:23][CH3:22])=[CH:25][CH:26]=3)[C:6]=12. The yield is 0.620. (3) The reactants are [CH:1]1([S:4]([N:7]2[CH2:12][CH2:11][N:10]([C:13]([C:15]3[NH:16][C:17]4[C:22]([CH:23]=3)=[CH:21][C:20]([C:24]([N:26]3[CH2:31][CH2:30][N:29]([CH:32]([CH3:34])[CH3:33])[CH2:28][CH2:27]3)=[O:25])=[CH:19][CH:18]=4)=[O:14])[CH2:9][CH2:8]2)(=[O:6])=[O:5])[CH2:3][CH2:2]1.[Cl:35][C:36]1[CH:37]=[C:38](B(O)O)[CH:39]=[CH:40][CH:41]=1. No catalyst specified. The yield is 0.410. The product is [Cl:35][C:36]1[CH:41]=[C:40]([N:16]2[C:17]3[C:22](=[CH:21][C:20]([C:24]([N:26]4[CH2:27][CH2:28][N:29]([CH:32]([CH3:34])[CH3:33])[CH2:30][CH2:31]4)=[O:25])=[CH:19][CH:18]=3)[CH:23]=[C:15]2[C:13]([N:10]2[CH2:9][CH2:8][N:7]([S:4]([CH:1]3[CH2:2][CH2:3]3)(=[O:5])=[O:6])[CH2:12][CH2:11]2)=[O:14])[CH:39]=[CH:38][CH:37]=1. (4) The yield is 0.820. The reactants are Br[C:2]1[CH:3]=[C:4]2[C:9](=[CH:10][CH:11]=1)[N:8]=[C:7]([C:12]([CH3:14])=[CH2:13])[CH:6]=[CH:5]2.C1(P(C2C=CC=CC=2)CCCP(C2C=CC=CC=2)C2C=CC=CC=2)C=CC=CC=1.C(N(CC)CC)C.[CH3:51][OH:52].CN([CH:56]=[O:57])C. The catalyst is C(OCC)(=O)C.C1(C)C=CC=CC=1.C([O-])(=O)C.[Pd+2].C([O-])(=O)C. The product is [CH3:51][O:52][C:56]([C:2]1[CH:3]=[C:4]2[C:9](=[CH:10][CH:11]=1)[N:8]=[C:7]([C:12]([CH3:14])=[CH2:13])[CH:6]=[CH:5]2)=[O:57]. (5) The reactants are Br[C:2]1[N:6]2[CH:7]=[C:8]([C:11]3[C:12]([N:31]([CH3:36])[S:32]([CH3:35])(=[O:34])=[O:33])=[CH:13][C:14]4[O:18][C:17]([C:19]5[CH:24]=[CH:23][C:22]([F:25])=[CH:21][CH:20]=5)=[C:16]([C:26]([NH:28][CH3:29])=[O:27])[C:15]=4[CH:30]=3)[CH:9]=[CH:10][C:5]2=[N:4][N:3]=1.[F:37][C:38]1[CH:43]=[CH:42][C:41](B(O)O)=[CH:40][CH:39]=1.[O-]P([O-])([O-])=O.[K+].[K+].[K+]. The catalyst is O1CCOCC1.O.[Pd](Cl)Cl.C(P(C(C)(C)C)[C-]1C=CC=C1)(C)(C)C.[C-]1(P(C(C)(C)C)C(C)(C)C)C=CC=C1.[Fe+2]. The product is [F:25][C:22]1[CH:21]=[CH:20][C:19]([C:17]2[O:18][C:14]3[CH:13]=[C:12]([N:31]([CH3:36])[S:32]([CH3:35])(=[O:34])=[O:33])[C:11]([C:8]4[CH:9]=[CH:10][C:5]5[N:6]([C:2]([C:41]6[CH:42]=[CH:43][C:38]([F:37])=[CH:39][CH:40]=6)=[N:3][N:4]=5)[CH:7]=4)=[CH:30][C:15]=3[C:16]=2[C:26]([NH:28][CH3:29])=[O:27])=[CH:24][CH:23]=1. The yield is 0.490. (6) The reactants are C(=O)([O-])[O-].[K+].[K+].Cl.[NH2:8][OH:9].Cl[S:11]([C:14]1[CH:15]=[C:16]([CH:20]=[CH:21][CH:22]=1)[C:17]([OH:19])=[O:18])(=[O:13])=[O:12].S(Cl)(Cl)(=O)=O. The catalyst is O.CO.C1COCC1. The product is [OH:9][NH:8][S:11]([C:14]1[CH:15]=[C:16]([CH:20]=[CH:21][CH:22]=1)[C:17]([OH:19])=[O:18])(=[O:13])=[O:12]. The yield is 0.270. (7) The reactants are C1C(=O)CC2C(=CC=CC=2)C1.[N-]=[N+]=[N-].[Na+].N#N.[CH2:18]1[C:24]2[CH:25]=[CH:26][CH:27]=[CH:28][C:23]=2[CH2:22][CH2:21][C:20](=[O:29])[NH:19]1. The catalyst is OP(O)(O)=O.O. The product is [CH2:21]1[C:22]2[CH:23]=[CH:28][CH:27]=[CH:26][C:25]=2[CH2:24][CH2:18][NH:19][C:20]1=[O:29]. The yield is 0.200. (8) The reactants are [C:1]([O:5][C:6]([CH3:9])([CH3:8])[CH3:7])(=[O:4])[CH:2]=[CH2:3].[CH:10]([N:13]([CH:16]([CH3:18])C)[CH2:14][CH3:15])([CH3:12])C.[CH3:19]C1C=CC=CC=1P(C1C=CC=CC=1C)C1C=CC=CC=1C.Br[C:42]1[CH:43]=[C:44]2[NH:50][C:49](=[O:51])[NH:48][C:45]2=[N:46][CH:47]=1.[C:52](#[N:55])CC. The catalyst is CN(C)C=O.C([O-])(=O)C.[Pd+2].C([O-])(=O)C. The product is [CH3:52][N:55]1[CH2:15][CH2:14][N:13]([CH2:10][CH2:12][N:50]2[CH2:19][C:44]3[CH:43]=[C:42](/[CH:3]=[CH:2]/[C:1]([O:5][C:6]([CH3:9])([CH3:8])[CH3:7])=[O:4])[CH:47]=[N:46][C:45]=3[NH:48][C:49]2=[O:51])[CH2:16][CH2:18]1. The yield is 0.560. (9) The reactants are Br[C:2]1[N:6]([S:7]([C:10]2[CH:15]=[CH:14][CH:13]=[CH:12][CH:11]=2)(=[O:9])=[O:8])[CH:5]=[C:4]([CH2:16][N:17]([CH3:25])[C:18](=[O:24])[O:19][C:20]([CH3:23])([CH3:22])[CH3:21])[CH:3]=1.[C:26]1(B(O)O)[CH:31]=[CH:30][CH:29]=[CH:28][CH:27]=1.C(=O)([O-])[O-].[Na+].[Na+].C(=O)([O-])O.[Na+]. The catalyst is COCCOC.C1C=CC([P]([Pd]([P](C2C=CC=CC=2)(C2C=CC=CC=2)C2C=CC=CC=2)([P](C2C=CC=CC=2)(C2C=CC=CC=2)C2C=CC=CC=2)[P](C2C=CC=CC=2)(C2C=CC=CC=2)C2C=CC=CC=2)(C2C=CC=CC=2)C2C=CC=CC=2)=CC=1.O. The product is [CH3:25][N:17]([CH2:16][C:4]1[CH:3]=[C:2]([C:26]2[CH:31]=[CH:30][CH:29]=[CH:28][CH:27]=2)[N:6]([S:7]([C:10]2[CH:15]=[CH:14][CH:13]=[CH:12][CH:11]=2)(=[O:9])=[O:8])[CH:5]=1)[C:18](=[O:24])[O:19][C:20]([CH3:23])([CH3:22])[CH3:21]. The yield is 0.940. (10) The yield is 0.120. The catalyst is CN(C=O)C. The reactants are [CH3:1][C:2]1([CH3:14])[C:6]([CH3:8])([CH3:7])[O:5][B:4]([C:9]2[CH:10]=[N:11][NH:12][CH:13]=2)[O:3]1.Cl[CH2:16][CH2:17][N:18]([CH2:21][CH3:22])[CH2:19][CH3:20].C([O-])([O-])=O.[K+].[K+]. The product is [CH2:17]([N:18]([CH2:21][CH3:22])[CH2:19][CH2:20][N:12]1[CH:13]=[C:9]([B:4]2[O:5][C:6]([CH3:7])([CH3:8])[C:2]([CH3:14])([CH3:1])[O:3]2)[CH:10]=[N:11]1)[CH3:16].